The task is: Binary Classification. Given a T-cell receptor sequence (or CDR3 region) and an epitope sequence, predict whether binding occurs between them.. This data is from TCR-epitope binding with 47,182 pairs between 192 epitopes and 23,139 TCRs. (1) The epitope is FTISVTTEIL. The TCR CDR3 sequence is CASSYALAANTGELFF. Result: 1 (the TCR binds to the epitope). (2) The epitope is EPLPQGQLTAY. The TCR CDR3 sequence is CATSPGGGRDLYEQYF. Result: 0 (the TCR does not bind to the epitope).